This data is from Reaction yield outcomes from USPTO patents with 853,638 reactions. The task is: Predict the reaction yield, written as a fraction of the theoretical maximum amount of product (1.0 means a 100% yield; for example, 0.34 means a 34% yield). (1) The reactants are [O:1]=[S:2]1(=[O:34])[CH2:7][CH2:6][N:5]([CH2:8][CH2:9][NH:10][C:11]([C:13]2[CH:14]=[CH:15][C:16]([CH2:22][CH2:23][CH2:24][CH2:25][NH:26]C(=O)OC(C)(C)C)=[N:17][C:18]=2[NH:19][CH2:20][CH3:21])=[O:12])[CH2:4][CH2:3]1.[C:35]([OH:41])([C:37]([F:40])([F:39])[F:38])=[O:36]. The catalyst is C(Cl)Cl. The product is [F:38][C:37]([F:40])([F:39])[C:35]([OH:41])=[O:36].[F:38][C:37]([F:40])([F:39])[C:35]([OH:41])=[O:36].[NH2:26][CH2:25][CH2:24][CH2:23][CH2:22][C:16]1[CH:15]=[CH:14][C:13]([C:11]([NH:10][CH2:9][CH2:8][N:5]2[CH2:6][CH2:7][S:2](=[O:34])(=[O:1])[CH2:3][CH2:4]2)=[O:12])=[C:18]([NH:19][CH2:20][CH3:21])[N:17]=1. The yield is 0.997. (2) The reactants are [ClH:1].[CH3:2][N:3]([CH3:27])[CH:4]1[CH2:9][CH2:8][N:7]([C:10](=[O:26])[CH2:11][CH2:12][C:13]2[N:14]([CH2:18][C:19]([O:21][CH2:22][CH:23]3[CH2:25][CH2:24]3)=[O:20])[CH:15]=[CH:16][N:17]=2)[CH2:6][CH2:5]1. The catalyst is C(OCC)C. The product is [ClH:1].[CH3:27][N:3]([CH3:2])[CH:4]1[CH2:5][CH2:6][N:7]([C:10](=[O:26])[CH2:11][CH2:12][C:13]2[N:14]([CH2:18][C:19]([O:21][CH2:22][CH:23]3[CH2:25][CH2:24]3)=[O:20])[CH:15]=[CH:16][N:17]=2)[CH2:8][CH2:9]1. The yield is 0.900. (3) The reactants are [Cl:1][C:2]1[CH:7]=[CH:6][C:5]([C@H:8]2[CH2:13][C@@H:12]([C:14]3[O:18][NH:17][C:16](=[O:19])[CH:15]=3)[CH2:11][CH2:10][N:9]2C(OC)=O)=[C:4]([F:24])[CH:3]=1.Br. No catalyst specified. The product is [Cl:1][C:2]1[CH:7]=[CH:6][C:5]([C@H:8]2[CH2:13][C@@H:12]([C:14]3[O:18][NH:17][C:16](=[O:19])[CH:15]=3)[CH2:11][CH2:10][NH:9]2)=[C:4]([F:24])[CH:3]=1. The yield is 0.740.